From a dataset of Catalyst prediction with 721,799 reactions and 888 catalyst types from USPTO. Predict which catalyst facilitates the given reaction. (1) Reactant: [Cl:1][C:2]1[CH:7]=[C:6]([O:8][C:9]2[C:18]3[C:13](=[CH:14][C:15]([O:21][CH3:22])=[C:16]([O:19][CH3:20])[CH:17]=3)[N:12]=[CH:11][CH:10]=2)[CH:5]=[CH:4][C:3]=1[NH:23][C:24]([NH:26][C:27]1[CH:31]=[C:30]([CH3:32])[O:29][N:28]=1)=[O:25].CO.[CH3:35][S:36]([OH:39])(=[O:38])=[O:37]. Product: [CH3:35][S:36]([OH:39])(=[O:38])=[O:37].[Cl:1][C:2]1[CH:7]=[C:6]([O:8][C:9]2[C:18]3[C:13](=[CH:14][C:15]([O:21][CH3:22])=[C:16]([O:19][CH3:20])[CH:17]=3)[N:12]=[CH:11][CH:10]=2)[CH:5]=[CH:4][C:3]=1[NH:23][C:24]([NH:26][C:27]1[CH:31]=[C:30]([CH3:32])[O:29][N:28]=1)=[O:25]. The catalyst class is: 8. (2) Reactant: [Cl:1][C:2]1[CH:3]=[C:4]([CH:21]=[C:22]([Cl:24])[CH:23]=1)[CH2:5][N:6]1[CH:10]=[CH:9][N:8]=[C:7]1[CH2:11][NH:12][CH2:13][C:14]1[CH:19]=[CH:18][CH:17]=[C:16]([F:20])[CH:15]=1.C(N(CC)CC)C.[CH3:32][O:33][C:34](=[O:37])[CH2:35]Br. Product: [CH3:32][O:33][C:34](=[O:37])[CH2:35][N:12]([CH2:11][C:7]1[N:6]([CH2:5][C:4]2[CH:21]=[C:22]([Cl:24])[CH:23]=[C:2]([Cl:1])[CH:3]=2)[CH:10]=[CH:9][N:8]=1)[CH2:13][C:14]1[CH:19]=[CH:18][CH:17]=[C:16]([F:20])[CH:15]=1. The catalyst class is: 49. (3) Reactant: CCCC[N+](CCCC)(CCCC)CCCC.[F-].[Si]([O:26][CH2:27][CH2:28][O:29][C:30]1[CH:35]=[CH:34][C:33]([C:36]2[N:45]([C:46]3[CH:51]=[CH:50][C:49]([Cl:52])=[CH:48][CH:47]=3)[C:44](=[O:53])[C:43]3[C:38](=[CH:39][CH:40]=[CH:41][CH:42]=3)[N:37]=2)=[CH:32][C:31]=1[CH3:54])(C(C)(C)C)(C)C. Product: [Cl:52][C:49]1[CH:50]=[CH:51][C:46]([N:45]2[C:44](=[O:53])[C:43]3[C:38](=[CH:39][CH:40]=[CH:41][CH:42]=3)[N:37]=[C:36]2[C:33]2[CH:34]=[CH:35][C:30]([O:29][CH2:28][CH2:27][OH:26])=[C:31]([CH3:54])[CH:32]=2)=[CH:47][CH:48]=1. The catalyst class is: 1. (4) Reactant: [CH3:1][CH:2]1[CH2:7][CH2:6][CH2:5][NH:4][CH2:3]1.C(N(C(C)C)CC)(C)C.[ClH:17].[N:18]1(C(=N)N)[CH:22]=[N:21]C=N1.CCOCC. Product: [ClH:17].[CH3:1][CH:2]1[CH2:7][CH2:6][CH2:5][N:4]([C:22](=[NH:18])[NH2:21])[CH2:3]1. The catalyst class is: 9. (5) Reactant: [NH:1]1[C:5]2[CH:6]=[CH:7][CH:8]=[CH:9][C:4]=2[N:3]=[C:2]1[C:10]1[N:15]=[N:14][C:13](O)=[CH:12][CH:11]=1.P(Cl)(Cl)([Cl:19])=O. Product: [Cl:19][C:13]1[N:14]=[N:15][C:10]([C:2]2[NH:3][C:4]3[CH:9]=[CH:8][CH:7]=[CH:6][C:5]=3[N:1]=2)=[CH:11][CH:12]=1. The catalyst class is: 344. (6) Reactant: [CH:1]1[C:6]([CH:7]=O)=[CH:5][C:4]2[O:9][CH2:10][O:11][C:3]=2[CH:2]=1.Br.[Br:13][CH2:14][CH2:15][CH2:16][NH2:17].C(N(CC)CC)C.C(O)(=O)C.C([O-])([O-])=O.[K+].[K+].[Cl-].[Na+]. Product: [O:11]1[C:3]2[CH:2]=[CH:1][C:6]([CH2:7][NH:17][CH2:16][CH2:15][CH2:14][Br:13])=[CH:5][C:4]=2[O:9][CH2:10]1. The catalyst class is: 657. (7) Reactant: B(Br)(Br)Br.C[O:6][C:7]1[CH:12]=[CH:11][CH:10]=[CH:9][C:8]=1[C:13]1[O:17][N:16]=[C:15]([CH2:18][CH2:19][CH2:20][CH2:21][C:22]([O:24][CH3:25])=[O:23])[N:14]=1.CO. Product: [OH:6][C:7]1[CH:12]=[CH:11][CH:10]=[CH:9][C:8]=1[C:13]1[O:17][N:16]=[C:15]([CH2:18][CH2:19][CH2:20][CH2:21][C:22]([O:24][CH3:25])=[O:23])[N:14]=1. The catalyst class is: 2.